From a dataset of CYP2D6 inhibition data for predicting drug metabolism from PubChem BioAssay. Regression/Classification. Given a drug SMILES string, predict its absorption, distribution, metabolism, or excretion properties. Task type varies by dataset: regression for continuous measurements (e.g., permeability, clearance, half-life) or binary classification for categorical outcomes (e.g., BBB penetration, CYP inhibition). Dataset: cyp2d6_veith. (1) The compound is COC(=O)[C@H](CCSC)NC(=O)C/C=C\[C@@H](C)CO. The result is 0 (non-inhibitor). (2) The drug is CCCC[C@@H]1C[C@H]1C(NC(=O)c1ccccc1)c1ccc(C(F)(F)F)cc1. The result is 0 (non-inhibitor). (3) The result is 0 (non-inhibitor). The compound is CC(C)C[C@H]1C(=O)N2CCC[C@@H]2[C@]2(O)O[C@](NC(=O)[C@@H]3C=C4c5cccc6[nH]c(Br)c(c56)C[C@H]4N(C)C3)(C(C)C)C(=O)N12. (4) The compound is O=C(O)c1c[nH]c2c(ccc3[nH]cc(C(=O)O)c(=O)c32)c1=O. The result is 0 (non-inhibitor). (5) The molecule is CCCCN(CCCC)CCC(O)c1cc2c(Cl)cc(Cl)cc2c2cc(C(F)(F)F)ccc12.Cl. The result is 1 (inhibitor). (6) The compound is O=C(O)C(=O)Cc1ccc2c(c1)OCO2. The result is 0 (non-inhibitor). (7) The molecule is O=C(c1ccco1)N1CCC2(CCN(Cc3ccccc3)CC2)CC1. The result is 1 (inhibitor). (8) The molecule is CCNc1ncc2nc(C)c(=O)n(Cc3ccc(F)cc3)c2n1. The result is 0 (non-inhibitor).